From a dataset of Full USPTO retrosynthesis dataset with 1.9M reactions from patents (1976-2016). Predict the reactants needed to synthesize the given product. (1) Given the product [CH3:18][C:8]1[C:6]2[N:7]=[C:2]([C:41]3[CH:42]=[N:43][C:44]([NH2:47])=[N:45][CH:46]=3)[N:3]=[C:4]([N:19]3[CH2:24][CH2:23][O:22][CH2:21][CH2:20]3)[C:5]=2[S:10][C:9]=1[C:11]1[CH:12]=[N:13][C:14]([N:25]2[CH2:30][CH2:29][S:28](=[O:32])(=[O:31])[CH2:27][CH2:26]2)=[CH:15][CH:16]=1, predict the reactants needed to synthesize it. The reactants are: Cl[C:2]1[N:3]=[C:4]([N:19]2[CH2:24][CH2:23][O:22][CH2:21][CH2:20]2)[C:5]2[S:10][C:9]([C:11]3[CH:12]=[N:13][C:14](F)=[CH:15][CH:16]=3)=[C:8]([CH3:18])[C:6]=2[N:7]=1.[NH:25]1[CH2:30][CH2:29][S:28](=[O:32])(=[O:31])[CH2:27][CH2:26]1.CC1(C)C(C)(C)OB([C:41]2[CH:42]=[N:43][C:44]([NH2:47])=[N:45][CH:46]=2)O1.CC([O-])=O.[K+]. (2) Given the product [Br:18][C:19]1[N:20]=[C:21]([N:11]2[CH:12]=[CH:13][C:14](=[O:15])[C:9]([O:8][CH2:7][C:6]3[CH:5]=[CH:4][C:3]([O:2][CH3:1])=[CH:17][CH:16]=3)=[CH:10]2)[CH:22]=[CH:23][CH:24]=1, predict the reactants needed to synthesize it. The reactants are: [CH3:1][O:2][C:3]1[CH:17]=[CH:16][C:6]([CH2:7][O:8][C:9]2[C:14](=[O:15])[CH:13]=[CH:12][NH:11][CH:10]=2)=[CH:5][CH:4]=1.[Br:18][C:19]1[CH:24]=[CH:23][CH:22]=[C:21](Br)[N:20]=1. (3) Given the product [Br:16][C:9]1[C:8]2[N:7]3[CH2:17][CH2:18][NH:19][C:20](=[O:22])[C:6]3=[CH:14][C:13]=2[CH:12]=[C:11]([F:15])[CH:10]=1, predict the reactants needed to synthesize it. The reactants are: C(OC([C:6]1[N:7]([CH2:17][CH2:18][NH:19][C:20]([O:22]C(C)(C)C)=O)[C:8]2[C:13]([CH:14]=1)=[CH:12][C:11]([F:15])=[CH:10][C:9]=2[Br:16])=O)C.FC(F)(F)C(O)=O.C(=O)([O-])[O-].[K+].[K+]. (4) The reactants are: C([O:8][C:9]1[CH:24]=[CH:23][C:12]([O:13][C:14]2[CH:19]=[CH:18][N:17]=[C:16]3[NH:20][CH:21]=[CH:22][C:15]=23)=[CH:11][CH:10]=1)C1C=CC=CC=1. Given the product [NH:20]1[C:16]2=[N:17][CH:18]=[CH:19][C:14]([O:13][C:12]3[CH:23]=[CH:24][C:9]([OH:8])=[CH:10][CH:11]=3)=[C:15]2[CH:22]=[CH:21]1, predict the reactants needed to synthesize it. (5) Given the product [CH3:20][C:21]1([CH3:23])[CH2:22][O:26][C:25]([C:27]2[CH:36]=[CH:35][C:34]3[C:29](=[CH:30][CH:31]=[CH:32][CH:33]=3)[N:28]=2)=[N:24]1, predict the reactants needed to synthesize it. The reactants are: C1(C)C=CC(S(Cl)(=O)=O)=CC=1.C(N(CC)CC)C.O[CH2:20][C:21]([NH:24][C:25]([C:27]1[CH:36]=[CH:35][C:34]2[C:29](=[CH:30][CH:31]=[CH:32][CH:33]=2)[N:28]=1)=[O:26])([CH3:23])[CH3:22]. (6) The reactants are: [CH3:1][O:2][C:3]1[CH:8]=[C:7]([NH:9][CH3:10])[C:6]([N+:11]([O-:13])=[O:12])=[CH:5][C:4]=1[OH:14].CC(C)([O-])C.[K+].Cl[C:22]1C=[C:24]([C:28]([NH:30][CH3:31])=[O:29])[CH:25]=[CH:26][CH:27]=1.C(=O)([O-])[O-].[K+].[K+].C[N:39](C)C(=O)C. Given the product [CH3:1][O:2][C:3]1[CH:8]=[C:7]([NH:9][CH3:10])[C:6]([N+:11]([O-:13])=[O:12])=[CH:5][C:4]=1[O:14][C:26]1[CH:27]=[CH:22][N:39]=[C:24]([C:28]([NH:30][CH3:31])=[O:29])[CH:25]=1, predict the reactants needed to synthesize it. (7) Given the product [CH3:7][C:2]1([CH3:1])[NH:8][C:9](=[O:29])[N:10]([C:11]2[CH:16]=[CH:15][CH:14]=[C:13]([CH2:17][C:18]3[C:27]4[CH2:26][CH2:25][CH2:24][CH2:23][C:22]=4[C:21](=[O:28])[NH:20][N:19]=3)[CH:12]=2)[C:3]1=[O:5], predict the reactants needed to synthesize it. The reactants are: [CH3:1][C:2]([NH:8][C:9](=[O:29])[NH:10][C:11]1[CH:16]=[CH:15][CH:14]=[C:13]([CH2:17][C:18]2[C:27]3[CH2:26][CH2:25][CH2:24][CH2:23][C:22]=3[C:21](=[O:28])[NH:20][N:19]=2)[CH:12]=1)([CH3:7])[C:3]([O:5]C)=O.[OH-].[Na+].Cl. (8) Given the product [CH2:1]([C:3]([C:21]1[CH:34]=[CH:33][C:24]([C:25]([NH:27][CH2:28][C:29]([OH:31])=[O:30])=[O:26])=[C:23]([CH3:35])[CH:22]=1)([C:6]1[CH:11]=[CH:10][C:9]([O:12][CH2:13][CH:14]([OH:19])[C:15]([CH3:17])([CH3:18])[CH3:16])=[C:8]([CH3:20])[CH:7]=1)[CH2:4][CH3:5])[CH3:2], predict the reactants needed to synthesize it. The reactants are: [CH2:1]([C:3]([C:21]1[CH:34]=[CH:33][C:24]([C:25]([NH:27][CH2:28][C:29]([O:31]C)=[O:30])=[O:26])=[C:23]([CH3:35])[CH:22]=1)([C:6]1[CH:11]=[CH:10][C:9]([O:12][CH2:13][CH:14]([OH:19])[C:15]([CH3:18])([CH3:17])[CH3:16])=[C:8]([CH3:20])[CH:7]=1)[CH2:4][CH3:5])[CH3:2].CO.[OH-].[Na+]. (9) Given the product [C:6]([OH:8])(=[O:7])[CH:5]([CH3:4])[OH:9].[OH:9][CH:5]([CH2:4][CH2:3][CH2:2][CH3:1])[C:6]([OH:8])=[O:7], predict the reactants needed to synthesize it. The reactants are: [CH3:1][CH2:2][CH2:3][CH2:4][CH:5]([OH:9])[C:6]([OH:8])=[O:7].C(O)(=O)[C@H](C)O.C(OC(=O)C)(=O)C. (10) Given the product [N+:15]([C:6]1[CH:5]=[C:4]2[C:9](=[CH:8][CH:7]=1)[CH2:1][CH:2]([C:10]1[N:11]=[CH:12][NH:13][CH:14]=1)[CH2:3]2)([O-:17])=[O:16], predict the reactants needed to synthesize it. The reactants are: [CH2:1]1[C:9]2[C:4](=[CH:5][CH:6]=[CH:7][CH:8]=2)[CH2:3][CH:2]1[C:10]1[N:11]=[CH:12][NH:13][CH:14]=1.[N+:15]([O-])([OH:17])=[O:16].NC(N)=O.[OH-].[Na+].